The task is: Predict the product of the given reaction.. This data is from Forward reaction prediction with 1.9M reactions from USPTO patents (1976-2016). (1) Given the reactants [NH2:1][C:2]1[CH2:7][CH2:6][CH2:5][C:4](=[O:8])[C:3]=1[N:9]([C:18]1[C:23](=[O:24])[CH2:22][CH2:21][CH2:20][C:19]=1O)[C:10]1[CH:11]=[C:12]([CH:15]=[CH:16][CH:17]=1)[C:13]#[N:14], predict the reaction product. The product is: [O:24]=[C:23]1[C:18]2[N:9]([C:10]3[CH:11]=[C:12]([CH:15]=[CH:16][CH:17]=3)[C:13]#[N:14])[C:3]3[C:4](=[O:8])[CH2:5][CH2:6][CH2:7][C:2]=3[NH:1][C:19]=2[CH2:20][CH2:21][CH2:22]1. (2) Given the reactants [Cl-].[C:2]([C:4]1[CH:29]=[CH:28][C:7]([CH2:8][P+](C2C=CC=CC=2)(C2C=CC=CC=2)C2C=CC=CC=2)=[CH:6][CH:5]=1)#[N:3].[H-].[Na+].[CH:32]([O:35][C:36]1[CH:41]=[CH:40][C:39]([N:42]2[C:46]3[CH:47]=[CH:48][C:49]([CH:51]=O)=[CH:50][C:45]=3[N:44]=[CH:43]2)=[CH:38][CH:37]=1)([CH3:34])[CH3:33], predict the reaction product. The product is: [CH:32]([O:35][C:36]1[CH:41]=[CH:40][C:39]([N:42]2[C:46]3[CH:47]=[CH:48][C:49](/[CH:51]=[CH:8]\[C:7]4[CH:6]=[CH:5][C:4]([C:2]#[N:3])=[CH:29][CH:28]=4)=[CH:50][C:45]=3[N:44]=[CH:43]2)=[CH:38][CH:37]=1)([CH3:34])[CH3:33]. (3) Given the reactants [CH:1]([Cl:4])(Cl)Cl.[F:5][C:6]1[CH:36]=[CH:35][C:9]2[S:10][C:11]([S:14]([NH:17][C:18]3[CH:23]=[CH:22][C:21]([C:24]4[S:25][CH:26]=[C:27](CO)[N:28]=4)=[CH:20][C:19]=3[S:31]([CH3:34])(=[O:33])=[O:32])(=[O:16])=[O:15])=[C:12]([CH3:13])[C:8]=2[CH:7]=1.S(Cl)(Cl)=O, predict the reaction product. The product is: [Cl:4][CH2:1][C:27]1[N:28]=[C:24]([C:21]2[CH:22]=[CH:23][C:18]([NH:17][S:14]([C:11]3[S:10][C:9]4[CH:35]=[CH:36][C:6]([F:5])=[CH:7][C:8]=4[C:12]=3[CH3:13])(=[O:15])=[O:16])=[C:19]([S:31]([CH3:34])(=[O:32])=[O:33])[CH:20]=2)[S:25][CH:26]=1. (4) The product is: [OH:19][C:16]1[CH:17]=[CH:18][C:13]([N:3]2[C:4]3[C:9](=[CH:8][CH:7]=[CH:6][CH:5]=3)[C:10]([C:11]#[N:12])=[C:2]2[C:22]2[CH:23]=[CH:24][S:20][CH:21]=2)=[CH:14][CH:15]=1. Given the reactants Br[C:2]1[N:3]([C:13]2[CH:18]=[CH:17][C:16]([OH:19])=[CH:15][CH:14]=2)[C:4]2[C:9]([C:10]=1[C:11]#[N:12])=[CH:8][CH:7]=[CH:6][CH:5]=2.[S:20]1[CH:24]=[CH:23][C:22](B(O)O)=[CH:21]1.C(=O)([O-])[O-].[K+].[K+], predict the reaction product. (5) Given the reactants [NH2:1][C:2](=[O:24])[C@@H:3]([N:13]1[CH2:21][C:20]2[C:15](=[CH:16][CH:17]=[CH:18][C:19]=2[OH:22])[C:14]1=[O:23])[CH2:4][CH2:5][C:6]([O:8][C:9]([CH3:12])([CH3:11])[CH3:10])=[O:7].Cl.Cl[CH2:27][C:28]1[CH:40]=[CH:39][C:31]([CH2:32][N:33]2[CH2:38][CH2:37][O:36][CH2:35][CH2:34]2)=[CH:30][CH:29]=1.C(=O)([O-])[O-].[K+].[K+].CN(C=O)C, predict the reaction product. The product is: [NH2:1][C:2](=[O:24])[C@@H:3]([N:13]1[CH2:21][C:20]2[C:15](=[CH:16][CH:17]=[CH:18][C:19]=2[O:22][CH2:27][C:28]2[CH:29]=[CH:30][C:31]([CH2:32][N:33]3[CH2:38][CH2:37][O:36][CH2:35][CH2:34]3)=[CH:39][CH:40]=2)[C:14]1=[O:23])[CH2:4][CH2:5][C:6]([O:8][C:9]([CH3:10])([CH3:12])[CH3:11])=[O:7]. (6) Given the reactants [N+:1]([C:4]1[CH:5]=[N:6][NH:7][CH:8]=1)([O-:3])=[O:2].C([O-])([O-])=O.[Cs+].[Cs+].Br[CH2:16][CH2:17][O:18][C:19]1[CH:24]=[CH:23][CH:22]=[CH:21][CH:20]=1, predict the reaction product. The product is: [N+:1]([C:4]1[CH:5]=[N:6][N:7]([CH2:16][CH2:17][O:18][C:19]2[CH:24]=[CH:23][CH:22]=[CH:21][CH:20]=2)[CH:8]=1)([O-:3])=[O:2].